This data is from Full USPTO retrosynthesis dataset with 1.9M reactions from patents (1976-2016). The task is: Predict the reactants needed to synthesize the given product. (1) Given the product [CH3:1][C:2]1([CH2:14][C:15]2[O:17][C:32]([CH2:31][C:29]3[S:30][C:26]4[CH:25]=[C:24]([C:18]5[CH:23]=[CH:22][CH:21]=[CH:20][CH:19]=5)[CH:37]=[CH:36][C:27]=4[N:28]=3)=[N:34][N:35]=2)[NH:3][C:4](=[O:13])[NH:5][C:6]1=[O:7], predict the reactants needed to synthesize it. The reactants are: [CH3:1][C:2]1([CH2:14][C:15]([OH:17])=O)[C:6](=[O:7])[N:5](CC(F)(F)F)[C:4](=[O:13])[NH:3]1.[C:18]1([C:24]2[CH:37]=[CH:36][C:27]3[N:28]=[C:29]([CH2:31][C:32]([NH:34][NH2:35])=O)[S:30][C:26]=3[CH:25]=2)[CH:23]=[CH:22][CH:21]=[CH:20][CH:19]=1.C(P1(=O)OP(=O)(CCC)OP(=O)(CCC)O1)CC.CCN(C(C)C)C(C)C. (2) The reactants are: C([O:5][C:6](=[O:37])[C:7]1[CH:12]=[CH:11][C:10]([CH2:13][N:14]2[CH:23]=[CH:22][C:21]3[C:16](=[CH:17][C:18]([NH:24][C:25](=[O:35])[CH2:26][C:27]4[CH:32]=[CH:31][C:30]([O:33][CH3:34])=[CH:29][CH:28]=4)=[CH:19][CH:20]=3)[C:15]2=[O:36])=[CH:9][CH:8]=1)(C)(C)C.FC(F)(F)C(O)=O. Given the product [CH3:34][O:33][C:30]1[CH:31]=[CH:32][C:27]([CH2:26][C:25]([NH:24][C:18]2[CH:17]=[C:16]3[C:21]([CH:22]=[CH:23][N:14]([CH2:13][C:10]4[CH:9]=[CH:8][C:7]([C:6]([OH:37])=[O:5])=[CH:12][CH:11]=4)[C:15]3=[O:36])=[CH:20][CH:19]=2)=[O:35])=[CH:28][CH:29]=1, predict the reactants needed to synthesize it. (3) Given the product [OH:47][C@H:44]1[CH2:45][CH2:46][N:41]([C@@H:39]([CH3:40])[CH2:38][N:35]2[CH2:34][CH2:33][CH:32]([NH:31][C:23]([C:17]3[NH:18][C:19]4[C:15]([CH:16]=3)=[C:14]([O:13][CH2:12][C:9]3[C:8]5[C:3]([O:2][CH3:1])=[CH:4][C:5]([O:26][CH3:27])=[CH:6][C:7]=5[O:11][CH:10]=3)[CH:22]=[CH:21][CH:20]=4)=[O:25])[CH2:37][CH2:36]2)[CH2:42][C@@H:43]1[CH3:48], predict the reactants needed to synthesize it. The reactants are: [CH3:1][O:2][C:3]1[C:8]2[C:9]([CH2:12][O:13][C:14]3[CH:22]=[CH:21][CH:20]=[C:19]4[C:15]=3[CH:16]=[C:17]([C:23]([OH:25])=O)[NH:18]4)=[CH:10][O:11][C:7]=2[CH:6]=[C:5]([O:26][CH3:27])[CH:4]=1.Cl.Cl.Cl.[NH2:31][CH:32]1[CH2:37][CH2:36][N:35]([CH2:38][C@@H:39]([N:41]2[CH2:46][CH2:45][C@H:44]([OH:47])[C@@H:43]([CH3:48])[CH2:42]2)[CH3:40])[CH2:34][CH2:33]1. (4) Given the product [CH3:23][N:24]([CH3:26])[CH:25]=[CH:17][C:16]([C:15]1[N:14]2[C:10]([S:11][CH:12]=[CH:13]2)=[N:9][C:8]=1[C:5]1[CH:6]=[CH:7][C:2]([F:1])=[C:3]([O:19][CH3:20])[CH:4]=1)=[O:18], predict the reactants needed to synthesize it. The reactants are: [F:1][C:2]1[CH:7]=[CH:6][C:5]([C:8]2[N:9]=[C:10]3[N:14]([C:15]=2[C:16](=[O:18])[CH3:17])[CH:13]=[CH:12][S:11]3)=[CH:4][C:3]=1[O:19][CH3:20].CO[CH:23](OC)[N:24]([CH3:26])[CH3:25]. (5) Given the product [F:28][C:27]([F:30])([F:29])[S:24]([O:16][C:13]1[CH2:12][CH2:11][N:10]([CH3:9])[CH2:15][CH:14]=1)(=[O:26])=[O:25], predict the reactants needed to synthesize it. The reactants are: [Li+].CC([N-]C(C)C)C.[CH3:9][N:10]1[CH2:15][CH2:14][C:13](=[O:16])[CH2:12][CH2:11]1.C1(N([S:24]([C:27]([F:30])([F:29])[F:28])(=[O:26])=[O:25])[S:24]([C:27]([F:30])([F:29])[F:28])(=[O:26])=[O:25])C=CC=CC=1.O. (6) Given the product [Br:1][C:2]1[C:7]([CH3:8])=[N:6][C:5]([O:9][CH:15]([F:20])[F:19])=[CH:4][C:3]=1[CH3:10], predict the reactants needed to synthesize it. The reactants are: [Br:1][C:2]1[C:3]([CH3:10])=[CH:4][C:5]([OH:9])=[N:6][C:7]=1[CH3:8].FS([C:15]([F:20])([F:19])C(O)=O)(=O)=O.S([O-])([O-])(=O)=O.[Na+].[Na+].C(=O)(O)[O-].[Na+]. (7) Given the product [Cl:19][C:17]1[CH:16]=[CH:15][C:14]2[N:8]([CH2:7][C:6]([CH3:42])([CH3:43])[CH2:5][OH:4])[C:9](=[O:41])[C@@H:10]([CH2:30][CH2:31][N:32]3[C:36]([C:37]([OH:39])=[O:38])=[CH:35][CH:34]=[N:33]3)[O:11][C@H:12]([C:20]3[CH:25]=[CH:24][CH:23]=[C:22]([O:26][CH3:27])[C:21]=3[O:28][CH3:29])[C:13]=2[CH:18]=1, predict the reactants needed to synthesize it. The reactants are: C([O:4][CH2:5][C:6]([CH3:43])([CH3:42])[CH2:7][N:8]1[C:14]2[CH:15]=[CH:16][C:17]([Cl:19])=[CH:18][C:13]=2[C@@H:12]([C:20]2[CH:25]=[CH:24][CH:23]=[C:22]([O:26][CH3:27])[C:21]=2[O:28][CH3:29])[O:11][C@H:10]([CH2:30][CH2:31][N:32]2[C:36]([C:37]([O:39]C)=[O:38])=[CH:35][CH:34]=[N:33]2)[C:9]1=[O:41])(=O)C.[OH-].[Na+].C(O)C.Cl. (8) Given the product [OH:27][CH:24]1[CH2:25][CH2:26][N:22]([C:2]2[CH:3]=[C:4]3[C:9](=[CH:10][C:11]=2[N+:12]([O-:14])=[O:13])[NH:8][C:7](=[O:15])[N:6]([NH:16][S:17]([CH3:20])(=[O:19])=[O:18])[C:5]3=[O:21])[CH2:23]1, predict the reactants needed to synthesize it. The reactants are: F[C:2]1[CH:3]=[C:4]2[C:9](=[CH:10][C:11]=1[N+:12]([O-:14])=[O:13])[NH:8][C:7](=[O:15])[N:6]([NH:16][S:17]([CH3:20])(=[O:19])=[O:18])[C:5]2=[O:21].[NH:22]1[CH2:26][CH2:25][CH:24]([OH:27])[CH2:23]1. (9) Given the product [Cl:1][C:2]1[CH:3]=[CH:4][C:5]([O:15][CH2:16][C:17]2[CH:22]=[CH:21][C:20]([Br:23])=[CH:19][C:18]=2[F:24])=[C:6]([C:8]2[N:25]([C:26]3[CH:27]=[C:28]([C:32]([OH:35])=[CH:33][CH:34]=3)[C:29]([OH:31])=[O:30])[C:11]([CH3:12])=[CH:10][CH:9]=2)[CH:7]=1, predict the reactants needed to synthesize it. The reactants are: [Cl:1][C:2]1[CH:3]=[CH:4][C:5]([O:15][CH2:16][C:17]2[CH:22]=[CH:21][C:20]([Br:23])=[CH:19][C:18]=2[F:24])=[C:6]([C:8](=O)[CH2:9][CH2:10][C:11](=O)[CH3:12])[CH:7]=1.[NH2:25][C:26]1[CH:27]=[C:28]([C:32]([OH:35])=[CH:33][CH:34]=1)[C:29]([OH:31])=[O:30].CC1C=CC(S(O)(=O)=O)=CC=1. (10) Given the product [CH:1]([O:4][CH2:5][C:6]1[N:7]=[C:8]([C:13]#[N:14])[CH:9]=[CH:10][CH:11]=1)([CH3:3])[CH3:2], predict the reactants needed to synthesize it. The reactants are: [CH:1]([O:4][CH2:5][C:6]1[CH:11]=[CH:10][CH:9]=[CH:8][N+:7]=1[O-])([CH3:3])[CH3:2].[CH3:13][N:14](C)C(Cl)=O.